From a dataset of NCI-60 drug combinations with 297,098 pairs across 59 cell lines. Regression. Given two drug SMILES strings and cell line genomic features, predict the synergy score measuring deviation from expected non-interaction effect. Drug 1: C(CC(=O)O)C(=O)CN.Cl. Drug 2: CCC1(C2=C(COC1=O)C(=O)N3CC4=CC5=C(C=CC(=C5CN(C)C)O)N=C4C3=C2)O.Cl. Cell line: TK-10. Synergy scores: CSS=23.4, Synergy_ZIP=-8.66, Synergy_Bliss=-5.06, Synergy_Loewe=-27.4, Synergy_HSA=-3.93.